Predict which catalyst facilitates the given reaction. From a dataset of Catalyst prediction with 721,799 reactions and 888 catalyst types from USPTO. (1) Reactant: [NH2:1][CH:2]([CH2:6][CH2:7][CH2:8][CH2:9][CH2:10][CH3:11])[C:3]([OH:5])=[O:4].[OH-].[Na+].[C:14](O[C:14]([O:16][C:17]([CH3:20])([CH3:19])[CH3:18])=[O:15])([O:16][C:17]([CH3:20])([CH3:19])[CH3:18])=[O:15]. Product: [C:17]([O:16][C:14]([NH:1][CH:2]([CH2:6][CH2:7][CH2:8][CH2:9][CH2:10][CH3:11])[C:3]([OH:5])=[O:4])=[O:15])([CH3:20])([CH3:19])[CH3:18]. The catalyst class is: 12. (2) Reactant: [Cl:1][C:2]1[CH:7]=[CH:6][C:5]([C:8]2[CH:13]=[CH:12][C:11]([CH2:14][CH3:15])=[C:10]([CH:16]3[C:21](=[O:22])[C:20]([CH3:24])([CH3:23])[O:19][C:18]([CH3:26])([CH3:25])[C:17]3=[O:27])[CH:9]=2)=[CH:4][CH:3]=1.C(N(CC)CC)C.Cl[C:36]([O:38][CH3:39])=[O:37]. Product: [CH3:39][O:38][C:36](=[O:37])[O:27][C:17]1[C:18]([CH3:26])([CH3:25])[O:19][C:20]([CH3:24])([CH3:23])[C:21](=[O:22])[C:16]=1[C:10]1[CH:9]=[C:8]([C:5]2[CH:4]=[CH:3][C:2]([Cl:1])=[CH:7][CH:6]=2)[CH:13]=[CH:12][C:11]=1[CH2:14][CH3:15]. The catalyst class is: 22. (3) The catalyst class is: 16. Product: [C:17]([C:11]1[C:12]2[S:13][CH:14]=[CH:15][C:16]=2[C:8]([NH:19][C@H:20]([C@H:21]([OH:22])[CH3:23])[C:24]([OH:26])=[O:25])=[CH:9][CH:10]=1)#[N:18]. Reactant: C([O-])([O-])=O.[K+].[K+].F[C:8]1[C:16]2[CH:15]=[CH:14][S:13][C:12]=2[C:11]([C:17]#[N:18])=[CH:10][CH:9]=1.[NH2:19][C@@H:20]([C:24]([OH:26])=[O:25])[C@@H:21]([CH3:23])[OH:22]. (4) Reactant: [CH3:1][O:2][C:3]1[CH:8]=[CH:7][C:6]([C:9](=O)[C:10]([C:12]2[CH:17]=[CH:16][C:15]([O:18][CH3:19])=[CH:14][CH:13]=2)=O)=[CH:5][CH:4]=1.[Br:21][C:22]1[CH:23]=[C:24]([NH2:29])[C:25]([NH2:28])=[CH:26][CH:27]=1. Product: [Br:21][C:22]1[CH:23]=[C:24]2[C:25](=[CH:26][CH:27]=1)[N:28]=[C:9]([C:6]1[CH:7]=[CH:8][C:3]([O:2][CH3:1])=[CH:4][CH:5]=1)[C:10]([C:12]1[CH:17]=[CH:16][C:15]([O:18][CH3:19])=[CH:14][CH:13]=1)=[N:29]2. The catalyst class is: 15. (5) Reactant: [F-].C([N+](CCCC)(CCCC)CCCC)CCC.[F:19][C:20]1[CH:21]=[C:22]([C:26]2[N:27](COCC[Si](C)(C)C)[CH:28]=[C:29]3[C:34]=2[C:33](=[O:35])[N:32]([CH3:36])[C:31](=[O:37])[N:30]3[CH3:38])[CH:23]=[CH:24][CH:25]=1. Product: [F:19][C:20]1[CH:21]=[C:22]([C:26]2[NH:27][CH:28]=[C:29]3[C:34]=2[C:33](=[O:35])[N:32]([CH3:36])[C:31](=[O:37])[N:30]3[CH3:38])[CH:23]=[CH:24][CH:25]=1. The catalyst class is: 1. (6) Reactant: [C:1]1([N:11]=[C:12]=[O:13])[C:10]2[C:5](=[CH:6][CH:7]=[CH:8][CH:9]=2)[CH:4]=[CH:3][CH:2]=1.Cl.[O:15]=[C:16]1[CH:21]([N:22]2[C:30](=[O:31])[C:29]3[C:24](=[CH:25][CH:26]=[CH:27][C:28]=3[CH2:32][NH:33][CH3:34])[C:23]2=[O:35])[CH2:20][CH2:19][C:18](=[O:36])[NH:17]1.C(N(CC)CC)C. Product: [O:15]=[C:16]1[CH:21]([N:22]2[C:30](=[O:31])[C:29]3[C:24](=[CH:25][CH:26]=[CH:27][C:28]=3[CH2:32][N:33]([CH3:34])[C:12]([NH:11][C:1]3[C:10]4[C:5](=[CH:6][CH:7]=[CH:8][CH:9]=4)[CH:4]=[CH:3][CH:2]=3)=[O:13])[C:23]2=[O:35])[CH2:20][CH2:19][C:18](=[O:36])[NH:17]1. The catalyst class is: 1. (7) Reactant: C1(=O)[N:5]([CH2:6][CH2:7][C:8]2[N:13]=[C:12]([NH:14][C:15]([NH:17][C:18]3[N:19]=[C:20]([C:23]4[CH:28]=[CH:27][N:26]=[CH:25][CH:24]=4)[S:21][CH:22]=3)=[O:16])[CH:11]=[CH:10][CH:9]=2)C(=O)C2=CC=CC=C12.CCO.O.NN. Product: [NH2:5][CH2:6][CH2:7][C:8]1[N:13]=[C:12]([NH:14][C:15]([NH:17][C:18]2[N:19]=[C:20]([C:23]3[CH:24]=[CH:25][N:26]=[CH:27][CH:28]=3)[S:21][CH:22]=2)=[O:16])[CH:11]=[CH:10][CH:9]=1. The catalyst class is: 22.